From a dataset of Forward reaction prediction with 1.9M reactions from USPTO patents (1976-2016). Predict the product of the given reaction. (1) Given the reactants [Cl:1][C:2]1[CH:10]=[C:9]2[C:5]([C:6]([C:11]([O:13][CH3:14])=[O:12])=[CH:7][NH:8]2)=[CH:4][C:3]=1B1OCC(C)(C)CO1.Br[C:24]1[CH:29]=[CH:28][C:27]([C:30]2([OH:34])[CH2:33][CH2:32][CH2:31]2)=[CH:26][C:25]=1OC.[C:37](=O)([O-])[O-:38].[K+].[K+].C1(C)C=CC=CC=1, predict the reaction product. The product is: [Cl:1][C:2]1[CH:10]=[C:9]2[C:5]([C:6]([C:11]([O:13][CH3:14])=[O:12])=[CH:7][NH:8]2)=[CH:4][C:3]=1[C:24]1[CH:25]=[CH:26][C:27]([C:30]2([OH:34])[CH2:31][CH2:32][CH2:33]2)=[C:28]([O:38][CH3:37])[CH:29]=1. (2) Given the reactants [C:1]([O:10][CH3:11])(=[O:9])[C:2]([CH2:4][C:5]([O:7]C)=O)=[CH2:3].[CH3:12][O:13][C:14]1[CH:21]=[C:20]([O:22][CH3:23])[CH:19]=[CH:18][C:15]=1[CH2:16][NH2:17], predict the reaction product. The product is: [CH3:11][O:10][C:1]([CH:2]1[CH2:4][C:5](=[O:7])[N:17]([CH2:16][C:15]2[CH:18]=[CH:19][C:20]([O:22][CH3:23])=[CH:21][C:14]=2[O:13][CH3:12])[CH2:3]1)=[O:9]. (3) Given the reactants [CH3:1][C:2]1[C:7]([C:8]2[C:9](=[O:34])[NH:10][C:11](=[O:33])[N:12]([CH2:14][CH2:15][CH2:16][N:17]3[CH2:22][C@H:21]4[C@:19]([C:23]5[CH:28]=[CH:27][C:26]([C:29]([F:32])([F:31])[F:30])=[CH:25][CH:24]=5)([CH2:20]4)[CH2:18]3)[N:13]=2)=[CH:6][CH:5]=[CH:4][N:3]=1.[ClH:35], predict the reaction product. The product is: [ClH:35].[ClH:35].[CH3:1][C:2]1[C:7]([C:8]2[C:9](=[O:34])[NH:10][C:11](=[O:33])[N:12]([CH2:14][CH2:15][CH2:16][N:17]3[CH2:22][C@H:21]4[C@:19]([C:23]5[CH:28]=[CH:27][C:26]([C:29]([F:32])([F:31])[F:30])=[CH:25][CH:24]=5)([CH2:20]4)[CH2:18]3)[N:13]=2)=[CH:6][CH:5]=[CH:4][N:3]=1. (4) Given the reactants [NH:1]1[C:5]([CH2:6][C:7]2([CH3:36])[C:15]3[C:10](=[CH:11][CH:12]=[CH:13][CH:14]=3)[N:9]([CH:16]3[CH2:21][CH2:20][N:19]([CH:22]4[C:32]5=[C:33]6[C:28](=[CH:29][CH:30]=[CH:31]5)[CH:27]=[CH:26][CH:25]=[C:24]6[CH:23]4[OH:34])[CH2:18][CH2:17]3)[C:8]2=[O:35])=[N:4][CH:3]=[N:2]1.[C:37](=O)([O-])[O-].[K+].[K+].IC.O, predict the reaction product. The product is: [OH:34][CH:23]1[C:24]2[C:33]3[C:28]([CH:27]=[CH:26][CH:25]=2)=[CH:29][CH:30]=[CH:31][C:32]=3[CH:22]1[N:19]1[CH2:20][CH2:21][CH:16]([N:9]2[C:10]3[C:15](=[CH:14][CH:13]=[CH:12][CH:11]=3)[C:7]([CH3:36])([CH2:6][C:5]3[N:1]([CH3:37])[N:2]=[CH:3][N:4]=3)[C:8]2=[O:35])[CH2:17][CH2:18]1.[OH:34][CH:23]1[C:24]2[C:33]3[C:28]([CH:27]=[CH:26][CH:25]=2)=[CH:29][CH:30]=[CH:31][C:32]=3[CH:22]1[N:19]1[CH2:20][CH2:21][CH:16]([N:9]2[C:10]3[C:15](=[CH:14][CH:13]=[CH:12][CH:11]=3)[C:7]([CH3:36])([CH2:6][C:5]3[N:4]=[CH:3][N:2]([CH3:37])[N:1]=3)[C:8]2=[O:35])[CH2:17][CH2:18]1. (5) Given the reactants [NH2:1][C:2]1[N:10]=[C:9]([F:11])[N:8]=[C:7]2[C:3]=1[N:4]=[C:5]([CH2:21][C:22]1[C:30]([I:31])=[CH:29][C:25]3[O:26][CH2:27][O:28][C:24]=3[CH:23]=1)[N:6]2[CH2:12][CH2:13][CH2:14][CH2:15][CH2:16][CH2:17][CH2:18][CH2:19][OH:20].[S:32](Cl)(=[O:35])(=[O:34])[NH2:33].C([O-])([O-])=O.[Ca+2], predict the reaction product. The product is: [NH2:1][C:2]1[N:10]=[C:9]([F:11])[N:8]=[C:7]2[C:3]=1[N:4]=[C:5]([CH2:21][C:22]1[C:30]([I:31])=[CH:29][C:25]3[O:26][CH2:27][O:28][C:24]=3[CH:23]=1)[N:6]2[CH2:12][CH2:13][CH2:14][CH2:15][CH2:16][CH2:17][CH2:18][CH2:19][O:20][S:32](=[O:35])(=[O:34])[NH2:33]. (6) Given the reactants [O:1]1[C:5]2[CH:6]=[CH:7][CH:8]=[CH:9][C:4]=2[N:3]=[C:2]1[C:10]1[CH:11]=[CH:12][C:13]([NH:17][CH:18]2[CH2:23][CH2:22][O:21][CH2:20][CH2:19]2)=[C:14]([CH:16]=1)[NH2:15].Cl.[CH3:25][O:26][C:27]1[CH:28]=[C:29]([CH:35]=[CH:36][CH:37]=1)[C:30](=N)OCC.C(=O)([O-])O.[Na+], predict the reaction product. The product is: [O:1]1[C:5]2[CH:6]=[CH:7][CH:8]=[CH:9][C:4]=2[N:3]=[C:2]1[C:10]1[CH:11]=[CH:12][C:13]2[N:17]([CH:18]3[CH2:23][CH2:22][O:21][CH2:20][CH2:19]3)[C:30]([C:29]3[CH:35]=[CH:36][CH:37]=[C:27]([O:26][CH3:25])[CH:28]=3)=[N:15][C:14]=2[CH:16]=1. (7) Given the reactants [Cl:1][C:2]1[CH:3]=[C:4]([NH:8][C:9]2[C:14]3[N:15]=[CH:16][N:17]([CH3:18])[C:13]=3[C:12]([C:19]([OH:21])=O)=[CH:11][N:10]=2)[CH:5]=[CH:6][CH:7]=1, predict the reaction product. The product is: [ClH:1].[Cl:1][C:2]1[CH:3]=[C:4]([NH:8][C:9]2[C:14]3[N:15]=[CH:16][N:17]([CH3:18])[C:13]=3[C:12]([C:19]([N:10]3[CH2:11][CH2:12][CH2:13][CH2:14][CH2:9]3)=[O:21])=[CH:11][N:10]=2)[CH:5]=[CH:6][CH:7]=1.